Task: Predict the reactants needed to synthesize the given product.. Dataset: Full USPTO retrosynthesis dataset with 1.9M reactions from patents (1976-2016) (1) Given the product [C:16]([C:13]1[NH:12][C:11]([C@@H:10]2[CH2:9][C@@H:8]3[C@@H:6]([CH2:7]3)[N:5]2[C:4](=[O:22])[C@@H:3]([NH:23][C:24](=[O:26])[O:25][CH3:28])[CH:2]([CH3:27])[CH3:1])=[N:15][CH:14]=1)#[CH:17], predict the reactants needed to synthesize it. The reactants are: [CH3:1][CH:2]([CH3:27])[C@H:3]([NH:23][C:24](=[O:26])[O-:25])[C:4](=[O:22])[N:5]1[C@H:10]([C:11]2[NH:12][C:13]([C:16]#[C:17][Si](C)(C)C)=[CH:14][N:15]=2)[CH2:9][C@@H:8]2[C@H:6]1[CH2:7]2.[CH3:28]O. (2) Given the product [CH2:64]([O:66][C:67](=[O:75])[C:68]1[CH:73]=[CH:72][C:71]([NH:74][C:56]2[C:57]3[CH2:62][CH2:61][CH2:60][C:58]=3[N:59]=[C:54]([Cl:53])[N:55]=2)=[CH:70][CH:69]=1)[CH3:65], predict the reactants needed to synthesize it. The reactants are: C(=O)([O-])[O-].[Cs+].[Cs+].C1C=CC(P(C2C(C3C(P(C4C=CC=CC=4)C4C=CC=CC=4)=CC=C4C=3C=CC=C4)=C3C(C=CC=C3)=CC=2)C2C=CC=CC=2)=CC=1.[Cl:53][C:54]1[N:55]=[C:56](Cl)[C:57]2[CH2:62][CH2:61][CH2:60][C:58]=2[N:59]=1.[CH2:64]([O:66][C:67](=[O:75])[C:68]1[CH:73]=[CH:72][C:71]([NH2:74])=[CH:70][CH:69]=1)[CH3:65]. (3) Given the product [S:14]1[CH:15]=[C:11]([CH2:10][C@@H:9]([NH:7][CH3:6])[C:20]([N:21]([CH3:34])[C@@H:22]([C:30](=[O:33])[NH:31][CH3:32])[CH2:23][C:24]2[CH:29]=[CH:28][CH:27]=[CH:26][CH:25]=2)=[O:35])[C:12]2[CH:19]=[CH:18][CH:17]=[CH:16][C:13]1=2, predict the reactants needed to synthesize it. The reactants are: C(O[C:6](=O)[N:7]([C@@H:9]([C:20](=[O:35])[N:21]([CH3:34])[C@@H:22]([C:30](=[O:33])[NH:31][CH3:32])[CH2:23][C:24]1[CH:29]=[CH:28][CH:27]=[CH:26][CH:25]=1)[CH2:10][C:11]1[C:12]2[CH:19]=[CH:18][CH:17]=[CH:16][C:13]=2[S:14][CH:15]=1)C)(C)(C)C.FC(F)(F)C(O)=O.O.C(=O)([O-])O.[Na+]. (4) Given the product [S:1]1[C:5]2[CH:6]=[C:7]([NH:10][C:11]3[N:16]=[CH:15][C:14]([C:17]4[O:18][C:19]([CH:27]([CH3:29])[CH3:28])=[C:20]([C:19]([OH:18])([CH3:27])[CH3:20])[N:21]=4)=[C:13]([NH:30][CH:31]([CH3:33])[CH3:32])[CH:12]=3)[CH:8]=[CH:9][C:4]=2[N:3]=[CH:2]1, predict the reactants needed to synthesize it. The reactants are: [S:1]1[C:5]2[CH:6]=[C:7]([NH:10][C:11]3[N:16]=[CH:15][C:14]([C:17]4[O:18][C:19]([CH:27]([CH3:29])[CH3:28])=[C:20](C(OCC)=O)[N:21]=4)=[C:13]([NH:30][CH:31]([CH3:33])[CH3:32])[CH:12]=3)[CH:8]=[CH:9][C:4]=2[N:3]=[CH:2]1.C[Mg]Br. (5) Given the product [ClH:1].[C:22]([C:24]1[CH:25]=[C:26]([CH:28]=[CH:29][C:30]=1[O:31][CH2:32][C:33]1[CH:38]=[CH:37][CH:36]=[C:35]([F:39])[CH:34]=1)[NH:27][C:2]1[C:11]2[C:6](=[CH:7][C:8]([O:20][CH3:21])=[CH:9][C:10]=2[O:12][CH:13]2[CH2:18][CH2:17][N:16]([CH3:19])[CH2:15][CH2:14]2)[N:5]=[CH:4][N:3]=1)#[CH:23], predict the reactants needed to synthesize it. The reactants are: [Cl:1][C:2]1[C:11]2[C:6](=[CH:7][C:8]([O:20][CH3:21])=[CH:9][C:10]=2[O:12][CH:13]2[CH2:18][CH2:17][N:16]([CH3:19])[CH2:15][CH2:14]2)[N:5]=[CH:4][N:3]=1.[C:22]([C:24]1[CH:25]=[C:26]([CH:28]=[CH:29][C:30]=1[O:31][CH2:32][C:33]1[CH:38]=[CH:37][CH:36]=[C:35]([F:39])[CH:34]=1)[NH2:27])#[CH:23]. (6) Given the product [F:1][C:2]1[CH:7]=[CH:6][C:5]([O:8][C:9](=[O:31])[N:10]([C@H:12]2[C@H:16]([C:17]3[CH:22]=[CH:21][C:20]([Cl:23])=[CH:19][CH:18]=3)[CH2:15][N:14]([C:24]([CH:26]3[CH2:30][CH2:29][N:28]([C:35]([CH:32]4[CH2:34][CH2:33]4)=[O:36])[CH2:27]3)=[O:25])[CH2:13]2)[CH3:11])=[CH:4][CH:3]=1, predict the reactants needed to synthesize it. The reactants are: [F:1][C:2]1[CH:7]=[CH:6][C:5]([O:8][C:9](=[O:31])[N:10]([C@H:12]2[C@H:16]([C:17]3[CH:22]=[CH:21][C:20]([Cl:23])=[CH:19][CH:18]=3)[CH2:15][N:14]([C:24]([CH:26]3[CH2:30][CH2:29][NH:28][CH2:27]3)=[O:25])[CH2:13]2)[CH3:11])=[CH:4][CH:3]=1.[CH:32]1([C:35](Cl)=[O:36])[CH2:34][CH2:33]1. (7) Given the product [NH2:1][C:2]1[N:3]=[C:4]([C:21]2[CH:26]=[CH:25][C:24]([Cl:27])=[CH:23][C:22]=2[Cl:28])[C:5]2[CH:10]=[C:9]([C:11](=[O:20])[CH2:12][CH2:13][CH:14]3[O:19][CH2:18][CH:17]=[CH:16][O:15]3)[S:8][C:6]=2[N:7]=1, predict the reactants needed to synthesize it. The reactants are: [NH2:1][C:2]1[N:3]=[C:4]([C:21]2[CH:26]=[CH:25][C:24]([Cl:27])=[CH:23][C:22]=2[Cl:28])[C:5]2[CH:10]=[C:9]([CH:11]([OH:20])[CH2:12][CH2:13][CH:14]3[O:19][CH2:18][CH:17]=[CH:16][O:15]3)[S:8][C:6]=2[N:7]=1.